This data is from hERG potassium channel inhibition data for cardiac toxicity prediction from Karim et al.. The task is: Regression/Classification. Given a drug SMILES string, predict its toxicity properties. Task type varies by dataset: regression for continuous values (e.g., LD50, hERG inhibition percentage) or binary classification for toxic/non-toxic outcomes (e.g., AMES mutagenicity, cardiotoxicity, hepatotoxicity). Dataset: herg_karim. (1) The drug is COc1ccc(S(=O)(=O)Nc2cc(-c3c(O)ccc4ccccc34)c(O)c3ccccc23)cc1. The result is 0 (non-blocker). (2) The compound is O=C1CCc2ccc(F)cc2N1CCCN1CCC(n2c(=O)[nH]c3ccccc32)CC1. The result is 1 (blocker).